This data is from CYP3A4 inhibition data for predicting drug metabolism from PubChem BioAssay. The task is: Regression/Classification. Given a drug SMILES string, predict its absorption, distribution, metabolism, or excretion properties. Task type varies by dataset: regression for continuous measurements (e.g., permeability, clearance, half-life) or binary classification for categorical outcomes (e.g., BBB penetration, CYP inhibition). Dataset: cyp3a4_veith. (1) The molecule is C[C@@H](C(=O)N[C@@H](CO)Cc1ccccc1)[C@H]1C[C@]1(C)[C@H](NC(=O)OCc1ccccc1)c1ccccc1. The result is 1 (inhibitor). (2) The molecule is CCOC(=O)Cn1c(-c2ccccc2)nc2ccccc2c1=O. The result is 0 (non-inhibitor). (3) The drug is CN(C)C(=O)c1ccc(-c2cncnc2NCc2cccnc2)cc1. The result is 1 (inhibitor). (4) The drug is O=C(O)[C@@H]1C[C@@H](C(=O)O)CN1. The result is 0 (non-inhibitor). (5) The drug is Oc1c([C@H](Nc2ccccn2)c2ccccc2)ccc2cccnc12. The result is 0 (non-inhibitor). (6) The molecule is COc1ccccc1-c1cncnc1Nc1ccc(F)cc1. The result is 1 (inhibitor).